Task: Predict which catalyst facilitates the given reaction.. Dataset: Catalyst prediction with 721,799 reactions and 888 catalyst types from USPTO (1) Reactant: C([O:5][C:6](=[O:38])[CH2:7][N:8]1[C:17]2[C:12](=[CH:13][CH:14]=[CH:15][CH:16]=2)[C:11](=[O:18])[N:10]([C:19]2[CH:24]=[CH:23][C:22]([CH2:25][C:26](=[O:36])[NH:27][CH2:28][CH2:29][C:30]3[CH:35]=[CH:34][CH:33]=[CH:32][CH:31]=3)=[CH:21][CH:20]=2)[C:9]1=[O:37])(C)(C)C.C([SiH](CC)CC)C.C(O)(C(F)(F)F)=O. Product: [O:37]=[C:9]1[N:10]([C:19]2[CH:20]=[CH:21][C:22]([CH2:25][C:26](=[O:36])[NH:27][CH2:28][CH2:29][C:30]3[CH:31]=[CH:32][CH:33]=[CH:34][CH:35]=3)=[CH:23][CH:24]=2)[C:11](=[O:18])[C:12]2[C:17](=[CH:16][CH:15]=[CH:14][CH:13]=2)[N:8]1[CH2:7][C:6]([OH:38])=[O:5]. The catalyst class is: 2. (2) Reactant: [C:1]([C:5]1[CH:32]=[C:8]2[N:9]=[C:10]([CH3:31])[C:11]([CH:23]([CH2:28][CH2:29][CH3:30])[C:24]([O:26]C)=[O:25])=[C:12]([C:13]3[CH:22]=[CH:21][C:20]4[C:15](=[CH:16][CH:17]=[CH:18][CH:19]=4)[CH:14]=3)[N:7]2[N:6]=1)([CH3:4])([CH3:3])[CH3:2].[OH-].[Na+]. Product: [C:1]([C:5]1[CH:32]=[C:8]2[N:9]=[C:10]([CH3:31])[C:11]([CH:23]([CH2:28][CH2:29][CH3:30])[C:24]([OH:26])=[O:25])=[C:12]([C:13]3[CH:22]=[CH:21][C:20]4[C:15](=[CH:16][CH:17]=[CH:18][CH:19]=4)[CH:14]=3)[N:7]2[N:6]=1)([CH3:3])([CH3:4])[CH3:2]. The catalyst class is: 5.